Task: Predict which catalyst facilitates the given reaction.. Dataset: Catalyst prediction with 721,799 reactions and 888 catalyst types from USPTO (1) Reactant: F[C:2]1[CH:7]=[C:6]([C:8]([F:11])([F:10])[F:9])[CH:5]=[C:4]([F:12])[C:3]=1[N+:13]([O-:15])=[O:14].[Br:16][C:17]1[NH:18][CH:19]=[C:20]([CH3:22])[N:21]=1.C([O-])([O-])=O.[K+].[K+].O. Product: [Br:16][C:17]1[N:18]([C:2]2[CH:7]=[C:6]([C:8]([F:11])([F:10])[F:9])[CH:5]=[C:4]([F:12])[C:3]=2[N+:13]([O-:15])=[O:14])[CH:19]=[C:20]([CH3:22])[N:21]=1. The catalyst class is: 3. (2) Reactant: [F:1][C:2]1[CH:7]=[C:6]([F:8])[CH:5]=[CH:4][C:3]=1[C:9]1[N:10]2[C:15]([CH:16]=[CH:17][CH:18]=1)=[C:14]([C:19]1[CH:20]=[C:21]([CH:25]=[CH:26][C:27]=1[F:28])[C:22](O)=[O:23])[C:13](=[O:29])[CH:12]=[CH:11]2.[CH2:30]([N:32](CC)CC)[CH3:31].C(OC(Cl)=O)C.[NH2:43]N. Product: [F:1][C:2]1[CH:7]=[C:6]([F:8])[CH:5]=[CH:4][C:3]=1[C:9]1[N:10]2[C:15]([CH:16]=[CH:17][CH:18]=1)=[C:14]([C:19]1[CH:20]=[C:21]([C:22]3[O:23][C:30]([CH3:31])=[N:32][N:43]=3)[CH:25]=[CH:26][C:27]=1[F:28])[C:13](=[O:29])[CH:12]=[CH:11]2. The catalyst class is: 2.